Dataset: Retrosynthesis with 50K atom-mapped reactions and 10 reaction types from USPTO. Task: Predict the reactants needed to synthesize the given product. (1) Given the product CCCCc1nc(C)n(-c2ccc(OC3CCOC(C)C3)cc2)c(=O)c1Cc1ccc(-c2ccccc2-c2noc(=O)[nH]2)cc1, predict the reactants needed to synthesize it. The reactants are: CC1CC(O)CCO1.CCCCc1nc(C)n(-c2ccc(O)cc2)c(=O)c1Cc1ccc(-c2ccccc2-c2noc(=O)[nH]2)cc1. (2) The reactants are: CCN(CC)CCNC(=O)c1ccc(-c2n[nH]c3c2Cc2ccccc2-3)cc1. Given the product CCN(CC)CCNCc1ccc(-c2n[nH]c3c2Cc2ccccc2-3)cc1, predict the reactants needed to synthesize it. (3) Given the product CS(=O)(=O)OC1CN(c2nc(C(=O)N[C@H]3CCN(C(=O)OCc4ccc([N+](=O)[O-])cc4)C3)co2)C1, predict the reactants needed to synthesize it. The reactants are: CS(=O)(=O)Cl.O=C(N[C@H]1CCN(C(=O)OCc2ccc([N+](=O)[O-])cc2)C1)c1coc(N2CC(O)C2)n1.